From a dataset of Full USPTO retrosynthesis dataset with 1.9M reactions from patents (1976-2016). Predict the reactants needed to synthesize the given product. The reactants are: [Cl:1][C:2]1[CH:9]=[C:8]([Cl:10])[CH:7]=[C:4]([CH:5]=O)[C:3]=1[OH:11].[Br:12][C:13]1[CH:20]=[C:19]([Br:21])[CH:18]=[C:15]([CH:16]=O)[C:14]=1[OH:22].[C:23](OCC)(=[O:30])[CH2:24][C:25]([O:27]CC)=[O:26].N1CCCCC1. Given the product [Cl:10][C:8]1[CH:7]=[C:4]2[C:3](=[C:2]([Cl:1])[CH:9]=1)[O:11][C:23](=[O:30])[C:24]([C:25]([O-:27])=[O:26])=[CH:5]2.[Br:21][C:19]1[CH:18]=[C:15]2[C:14](=[C:13]([Br:12])[CH:20]=1)[O:22][C:23](=[O:30])[C:24]([C:25]([O-:27])=[O:26])=[CH:16]2, predict the reactants needed to synthesize it.